This data is from Forward reaction prediction with 1.9M reactions from USPTO patents (1976-2016). The task is: Predict the product of the given reaction. (1) Given the reactants [OH-:1].[K+].[NH2:3][C:4]1[CH:12]=[CH:11][C:7]([C:8]([OH:10])=[O:9])=[CH:6][C:5]=1[N+:13]([O-:15])=O.Cl[O-].[Na+].Cl.[Cl-].[Na+], predict the reaction product. The product is: [N+:3]1([O-:1])[O:15][N:13]=[C:5]2[CH:6]=[C:7]([C:8]([OH:10])=[O:9])[CH:11]=[CH:12][C:4]=12. (2) Given the reactants [Cl:1][C:2]1[CH:11]=[C:10]2[C:5]([CH:6]=[CH:7][C:8](/[CH:12]=[CH:13]/[C:14]3[CH:15]=[C:16]([C@@H:20](O)[CH2:21][CH2:22][C:23]4[CH:32]=[CH:31][CH:30]=[CH:29][C:24]=4[C:25]([O:27][CH3:28])=[O:26])[CH:17]=[CH:18][CH:19]=3)=[N:9]2)=[CH:4][CH:3]=1.C(#N)C.[I-:37].[Na+].C[Si](C)(C)Cl, predict the reaction product. The product is: [Cl:1][C:2]1[CH:11]=[C:10]2[C:5]([CH:6]=[CH:7][C:8](/[CH:12]=[CH:13]/[C:14]3[CH:15]=[C:16]([C@@H:20]([I:37])[CH2:21][CH2:22][C:23]4[CH:32]=[CH:31][CH:30]=[CH:29][C:24]=4[C:25]([O:27][CH3:28])=[O:26])[CH:17]=[CH:18][CH:19]=3)=[N:9]2)=[CH:4][CH:3]=1. (3) Given the reactants [Br:1][C:2]1[CH:7]=[CH:6][C:5]([CH:8]=[CH:9][CH:10]=O)=[C:4]([O:12][CH:13]([C:15]#[CH:16])[CH3:14])[CH:3]=1.O.S([O-])([O-])(=O)=O.[Mg+2].[CH3:24][N:25]([CH3:27])[NH2:26], predict the reaction product. The product is: [Br:1][C:2]1[CH:7]=[CH:6][C:5]([CH:8]=[CH:9][CH:10]=[N:26][N:25]([CH3:27])[CH3:24])=[C:4]([O:12][CH:13]([C:15]#[CH:16])[CH3:14])[CH:3]=1. (4) Given the reactants [Br:1][C:2]1[CH:7]=[CH:6][CH:5]=[CH:4][C:3]=1[CH2:8][O:9][CH2:10][O:11][CH3:12].Br[C:14]1[CH:19]=[CH:18][C:17](C)=[CH:16][C:15]=1COCOC.BrC1C=CC(C[O:34]COC)=CC=1COCOC.BrC1C=CC(F)=CC=1COCOC.BrC1C2C(=CC=CC=2)C=CC=1COCOC.BrC1C=C(F)C=CC=1COCOC.C1(CC(C2C=CC=CC=2Br)OCOC)C=CC=CC=1.BrC1C=CC(OC2C=CC(C#N)=CC=2)=CC=1COCOC.BrC1C=C(OC2C=CC=C(C#N)C=2)C=CC=1COCOC.BrC1C=C(OC2C=CC(Cl)=CC=2)C=CC=1COCOC.BrC1C=C(OC2C=CC=CC=2)C=CC=1COCOC.BrC1C=CC(OC2C=CC(C#N)=C(C#N)C=2)=CC=1COCOC, predict the reaction product. The product is: [Br:1][C:2]1[CH:7]=[CH:6][C:5]([O:34][C:14]2[CH:19]=[CH:18][CH:17]=[CH:16][CH:15]=2)=[CH:4][C:3]=1[CH2:8][O:9][CH2:10][O:11][CH3:12].